Dataset: Full USPTO retrosynthesis dataset with 1.9M reactions from patents (1976-2016). Task: Predict the reactants needed to synthesize the given product. (1) Given the product [C:27]([C:22]1[CH:23]=[CH:24][C:19]([NH:18][C:3]2[C:2]([F:1])=[C:7]([F:8])[CH:6]=[CH:5][C:4]=2[C:9]2[O:13][C:12]([NH:14][CH2:15][CH2:16][OH:17])=[N:11][N:10]=2)=[C:20]([F:26])[CH:21]=1)#[CH:28], predict the reactants needed to synthesize it. The reactants are: [F:1][C:2]1[C:3]([NH:18][C:19]2[CH:24]=[CH:23][C:22](I)=[CH:21][C:20]=2[F:26])=[C:4]([C:9]2[O:13][C:12]([NH:14][CH2:15][CH2:16][OH:17])=[N:11][N:10]=2)[CH:5]=[CH:6][C:7]=1[F:8].[CH2:27](N(CC)CC)[CH3:28].C([Si](C)(C)C)#C.[F-].[Cs+]. (2) Given the product [C:48]([C:43]1[C:44](=[O:47])[N:45]([CH2:58][CH2:59][C:60]2[CH:65]=[CH:64][C:63]([Cl:66])=[CH:62][CH:61]=2)[N:46]=[C:41]([C:38]2[CH:39]=[CH:40][C:35]([F:34])=[C:36]([CH3:52])[CH:37]=2)[CH:42]=1)([OH:50])=[O:49], predict the reactants needed to synthesize it. The reactants are: ClC1C=CC=CC=1CN1C(=O)C(CCCN2CCN(C)CC2)=CC(C2C=CC(F)=C(C)C=2)=N1.[F:34][C:35]1[CH:40]=[CH:39][C:38]([C:41]2[CH:42]=[C:43]([C:48]([O:50]C)=[O:49])[C:44](=[O:47])[NH:45][N:46]=2)=[CH:37][C:36]=1[CH3:52].CS(O[CH2:58][CH2:59][C:60]1[CH:65]=[CH:64][C:63]([Cl:66])=[CH:62][CH:61]=1)(=O)=O.FC1C=C(F)C=CC=1C1C=C(COS(C)(=O)=O)C(=O)N(CC(C)C)N=1. (3) Given the product [OH:32][C:19]1([CH2:18][N:15]2[C:16](=[O:17])[C:11]3[CH:10]=[N:9][N:8]([C:5]4[CH:6]=[CH:7][C:2]([N:37]5[CH2:38][CH2:39][C:35]([OH:40])([CH3:34])[CH2:36]5)=[CH:3][CH:4]=4)[C:12]=3[N:13]=[CH:14]2)[CH2:24][CH2:23][N:22]([C:25]([O:27][C:28]([CH3:31])([CH3:30])[CH3:29])=[O:26])[CH2:21][CH2:20]1, predict the reactants needed to synthesize it. The reactants are: Br[C:2]1[CH:7]=[CH:6][C:5]([N:8]2[C:12]3[N:13]=[CH:14][N:15]([CH2:18][C:19]4([OH:32])[CH2:24][CH2:23][N:22]([C:25]([O:27][C:28]([CH3:31])([CH3:30])[CH3:29])=[O:26])[CH2:21][CH2:20]4)[C:16](=[O:17])[C:11]=3[CH:10]=[N:9]2)=[CH:4][CH:3]=1.Cl.[CH3:34][C:35]1([OH:40])[CH2:39][CH2:38][NH:37][CH2:36]1.C(=O)([O-])[O-].[Cs+].[Cs+].CC(C1C=C(C(C)C)C(C2C=CC=CC=2P(C2CCCCC2)C2CCCCC2)=C(C(C)C)C=1)C. (4) Given the product [OH:36]/[C:30](=[C:21]1/[CH2:22][O:23][C:24]2[C:19]([C:20]/1=[O:29])=[CH:18][C:17]([O:16][CH:13]([CH3:15])[CH3:14])=[C:26]([O:27][CH3:28])[CH:25]=2)/[C:31]([O:33][CH2:34][CH3:35])=[O:32], predict the reactants needed to synthesize it. The reactants are: C(NC(C)C)(C)C.C([Li])CCC.[CH:13]([O:16][C:17]1[CH:18]=[C:19]2[C:24](=[CH:25][C:26]=1[O:27][CH3:28])[O:23][CH2:22][CH2:21][C:20]2=[O:29])([CH3:15])[CH3:14].[C:30](OCC)(=[O:36])[C:31]([O:33][CH2:34][CH3:35])=[O:32]. (5) Given the product [C:1]([O:5][C:6](=[O:18])[NH:7][C:8]1[CH:13]=[CH:12][C:11]([C:30]2[CH:29]=[N:28][C:27]([O:26][CH2:25][C:19]3[CH:24]=[CH:23][CH:22]=[CH:21][CH:20]=3)=[CH:32][CH:31]=2)=[CH:10][C:9]=1[N+:15]([O-:17])=[O:16])([CH3:4])([CH3:3])[CH3:2], predict the reactants needed to synthesize it. The reactants are: [C:1]([O:5][C:6](=[O:18])[NH:7][C:8]1[CH:13]=[CH:12][C:11](I)=[CH:10][C:9]=1[N+:15]([O-:17])=[O:16])([CH3:4])([CH3:3])[CH3:2].[C:19]1([CH2:25][O:26][C:27]2[CH:32]=[CH:31][C:30]([Sn](C)(C)C)=[CH:29][N:28]=2)[CH:24]=[CH:23][CH:22]=[CH:21][CH:20]=1.